Dataset: NCI-60 drug combinations with 297,098 pairs across 59 cell lines. Task: Regression. Given two drug SMILES strings and cell line genomic features, predict the synergy score measuring deviation from expected non-interaction effect. (1) Cell line: MOLT-4. Synergy scores: CSS=57.0, Synergy_ZIP=-2.57, Synergy_Bliss=-3.01, Synergy_Loewe=-9.40, Synergy_HSA=-0.676. Drug 2: C1C(C(OC1N2C=C(C(=O)NC2=O)F)CO)O. Drug 1: COC1=C(C=C2C(=C1)N=CN=C2NC3=CC(=C(C=C3)F)Cl)OCCCN4CCOCC4. (2) Drug 1: CC1OCC2C(O1)C(C(C(O2)OC3C4COC(=O)C4C(C5=CC6=C(C=C35)OCO6)C7=CC(=C(C(=C7)OC)O)OC)O)O. Drug 2: CC12CCC3C(C1CCC2OP(=O)(O)O)CCC4=C3C=CC(=C4)OC(=O)N(CCCl)CCCl.[Na+]. Cell line: NCIH23. Synergy scores: CSS=47.9, Synergy_ZIP=-2.28, Synergy_Bliss=-2.47, Synergy_Loewe=-49.3, Synergy_HSA=-1.30. (3) Drug 1: C1=NC2=C(N=C(N=C2N1C3C(C(C(O3)CO)O)F)Cl)N. Drug 2: CC1C(C(CC(O1)OC2CC(CC3=C2C(=C4C(=C3O)C(=O)C5=CC=CC=C5C4=O)O)(C(=O)C)O)N)O. Cell line: SK-OV-3. Synergy scores: CSS=35.0, Synergy_ZIP=-7.06, Synergy_Bliss=-4.04, Synergy_Loewe=-9.61, Synergy_HSA=-1.72. (4) Drug 1: C1CCC(CC1)NC(=O)N(CCCl)N=O. Drug 2: C1=NNC2=C1C(=O)NC=N2. Cell line: UACC-257. Synergy scores: CSS=-3.85, Synergy_ZIP=-1.34, Synergy_Bliss=-5.42, Synergy_Loewe=-9.17, Synergy_HSA=-8.16. (5) Drug 1: C1=NC2=C(N1)C(=S)N=CN2. Drug 2: CN(CCCl)CCCl.Cl. Cell line: DU-145. Synergy scores: CSS=53.1, Synergy_ZIP=-1.67, Synergy_Bliss=-2.06, Synergy_Loewe=-7.51, Synergy_HSA=-0.667. (6) Drug 1: C1=CC(=CC=C1CCCC(=O)O)N(CCCl)CCCl. Drug 2: CCC1=C2CN3C(=CC4=C(C3=O)COC(=O)C4(CC)O)C2=NC5=C1C=C(C=C5)O. Cell line: DU-145. Synergy scores: CSS=43.1, Synergy_ZIP=-3.40, Synergy_Bliss=-0.0179, Synergy_Loewe=-4.16, Synergy_HSA=1.20.